This data is from Catalyst prediction with 721,799 reactions and 888 catalyst types from USPTO. The task is: Predict which catalyst facilitates the given reaction. (1) Reactant: [NH:1]1[CH2:6][CH2:5][CH:4]([NH:7][C:8](=[O:14])[O:9][C:10]([CH3:13])([CH3:12])[CH3:11])[CH2:3][CH2:2]1.Br[CH2:16][CH:17]([OH:19])[CH3:18].BrC(C)CO.C(N(CC)CC)C. Product: [C:10]([O:9][C:8](=[O:14])[NH:7][CH:4]1[CH2:3][CH2:2][N:1]([CH2:16][CH:17]([OH:19])[CH3:18])[CH2:6][CH2:5]1)([CH3:11])([CH3:13])[CH3:12]. The catalyst class is: 10. (2) Reactant: [C:1]([N:4]1[C:13]2[C:8](=[CH:9][C:10]([C:14]#[N:15])=[CH:11][CH:12]=2)[C@H:7]([NH:16][C:17]2[CH:22]=[CH:21][CH:20]=[C:19]([O:23][CH2:24][CH2:25][NH2:26])[N:18]=2)[C@@H:6]([CH3:27])[C@@H:5]1[CH:28]1[CH2:30][CH2:29]1)(=[O:3])[CH3:2].N1C=CC=CC=1.[C:37](Cl)(=[O:39])[CH3:38]. The catalyst class is: 2. Product: [C:1]([N:4]1[C:13]2[C:8](=[CH:9][C:10]([C:14]#[N:15])=[CH:11][CH:12]=2)[C@H:7]([NH:16][C:17]2[N:18]=[C:19]([O:23][CH2:24][CH2:25][NH:26][C:37](=[O:39])[CH3:38])[CH:20]=[CH:21][CH:22]=2)[C@@H:6]([CH3:27])[C@@H:5]1[CH:28]1[CH2:30][CH2:29]1)(=[O:3])[CH3:2]. (3) Reactant: [S:1]1[CH:5]=[C:4]([CH2:6][N:7]2[CH2:12][CH2:11][N:10]([C:13](OC(C)(C)C)=O)[CH2:9][CH2:8]2)[N:3]=[CH:2]1.C(O)(C(F)(F)F)=O.[Br:27][C:28]1C(Cl)=[C:30]([N+:35]([O-:37])=[O:36])[C:31]([NH2:34])=[N:32][CH:33]=1. Product: [Br:27][C:28]1[C:13]([N:10]2[CH2:9][CH2:8][N:7]([CH2:6][C:4]3[N:3]=[CH:2][S:1][CH:5]=3)[CH2:12][CH2:11]2)=[C:30]([N+:35]([O-:37])=[O:36])[C:31]([NH2:34])=[N:32][CH:33]=1. The catalyst class is: 2. (4) Reactant: [CH3:1][CH:2]([CH3:38])[C@@H:3]([N:8]1[CH2:16][C:15]2[C:10](=[CH:11][CH:12]=[C:13]([C:17]3[CH:22]=[CH:21][C:20]([NH:23][C:24]([NH:26][C:27]4[CH:32]=[CH:31][CH:30]=[C:29]([C:33]([F:36])([F:35])[F:34])[CH:28]=4)=[O:25])=[CH:19][CH:18]=3)[CH:14]=2)[C:9]1=[O:37])[C:4]([O:6]C)=[O:5].CO.[Li+].[OH-].Cl. Product: [CH3:1][CH:2]([CH3:38])[C@@H:3]([N:8]1[CH2:16][C:15]2[C:10](=[CH:11][CH:12]=[C:13]([C:17]3[CH:18]=[CH:19][C:20]([NH:23][C:24]([NH:26][C:27]4[CH:32]=[CH:31][CH:30]=[C:29]([C:33]([F:36])([F:34])[F:35])[CH:28]=4)=[O:25])=[CH:21][CH:22]=3)[CH:14]=2)[C:9]1=[O:37])[C:4]([OH:6])=[O:5]. The catalyst class is: 20. (5) Reactant: Cl[CH2:2][C:3]([NH:5][C:6]1[CH:14]=[CH:13][CH:12]=[C:11]2[C:7]=1[C:8](=[O:34])[N:9]([C@@H:16]([C:23]1[CH:28]=[CH:27][C:26]([O:29][CH3:30])=[C:25]([O:31][CH2:32][CH3:33])[CH:24]=1)[CH2:17][C:18]([N:20]([CH3:22])[CH3:21])=[O:19])[C:10]2=[O:15])=[O:4].[CH3:35][NH:36][CH3:37].O1CCCC1. Product: [CH3:35][N:36]([CH3:37])[CH2:2][C:3]([NH:5][C:6]1[CH:14]=[CH:13][CH:12]=[C:11]2[C:7]=1[C:8](=[O:34])[N:9]([C@@H:16]([C:23]1[CH:28]=[CH:27][C:26]([O:29][CH3:30])=[C:25]([O:31][CH2:32][CH3:33])[CH:24]=1)[CH2:17][C:18]([N:20]([CH3:22])[CH3:21])=[O:19])[C:10]2=[O:15])=[O:4]. The catalyst class is: 115. (6) Reactant: [F:1][C:2]([F:34])([F:33])[O:3][C:4]1[CH:32]=[CH:31][C:7]([CH2:8][NH:9][C:10]([C@H:12]2[CH2:17][NH:16][CH2:15][CH2:14][N:13]2[S:18]([C:21]2[CH:26]=[CH:25][C:24]([C:27]([F:30])([F:29])[F:28])=[CH:23][CH:22]=2)(=[O:20])=[O:19])=[O:11])=[CH:6][CH:5]=1.Cl[C:36]1[S:37][C:38]2[C:43]([Cl:44])=[N:42][C:41]([CH:45]3[CH2:47][CH2:46]3)=[N:40][C:39]=2[N:48]=1.C(N(CC)C(C)C)(C)C. Product: [F:34][C:2]([F:1])([F:33])[O:3][C:4]1[CH:5]=[CH:6][C:7]([CH2:8][NH:9][C:10]([C@H:12]2[CH2:17][N:16]([C:36]3[S:37][C:38]4[C:43]([Cl:44])=[N:42][C:41]([CH:45]5[CH2:46][CH2:47]5)=[N:40][C:39]=4[N:48]=3)[CH2:15][CH2:14][N:13]2[S:18]([C:21]2[CH:26]=[CH:25][C:24]([C:27]([F:28])([F:29])[F:30])=[CH:23][CH:22]=2)(=[O:20])=[O:19])=[O:11])=[CH:31][CH:32]=1. The catalyst class is: 22. (7) Reactant: [Cl:1][C:2]1[C:11]2[N:10]([CH3:12])[CH2:9][CH2:8][O:7][C:6]=2[C:5]2=[N:13][N:14]=[C:15]([C:16]3[CH:21]=[CH:20][C:19]([O:22]C)=[CH:18][CH:17]=3)[N:4]2[N:3]=1. Product: [Cl:1][C:2]1[C:11]2[N:10]([CH3:12])[CH2:9][CH2:8][O:7][C:6]=2[C:5]2=[N:13][N:14]=[C:15]([C:16]3[CH:21]=[CH:20][C:19]([OH:22])=[CH:18][CH:17]=3)[N:4]2[N:3]=1. The catalyst class is: 2. (8) Reactant: [CH3:1][C:2]1[N:3]=[N:4][S:5][C:6]=1[C:7]([OH:9])=O.C(N(CC)CC)C.CN(C(ON1N=NC2C=CC=NC1=2)=[N+](C)C)C.F[P-](F)(F)(F)(F)F.[NH2:41][C:42]1[CH:47]=[CH:46][C:45]([C:48]2[CH2:52][CH2:51][N:50]([C:53](=[O:65])[CH2:54][C:55]3[CH:60]=[CH:59][C:58]([O:61][CH3:62])=[C:57]([O:63][CH3:64])[CH:56]=3)[N:49]=2)=[CH:44][CH:43]=1. Product: [CH3:64][O:63][C:57]1[CH:56]=[C:55]([CH2:54][C:53]([N:50]2[CH2:51][CH2:52][C:48]([C:45]3[CH:44]=[CH:43][C:42]([NH:41][C:7]([C:6]4[S:5][N:4]=[N:3][C:2]=4[CH3:1])=[O:9])=[CH:47][CH:46]=3)=[N:49]2)=[O:65])[CH:60]=[CH:59][C:58]=1[O:61][CH3:62]. The catalyst class is: 18. (9) Reactant: [O:1]=[C:2]1[N:6]([C:7]2[CH:8]=[CH:9][C:10]3[C:16](=[O:17])[CH2:15][CH2:14][CH2:13][CH2:12][C:11]=3[CH:18]=2)[CH2:5][C@H:4]([CH2:19][NH:20][C:21](=[O:23])[CH3:22])[O:3]1.[CH:24](=O)[C:25]1[CH:30]=[CH:29][CH:28]=[CH:27][CH:26]=1.N1CCCCC1. Product: [CH:24](=[C:15]1[CH2:14][CH2:13][CH2:12][C:11]2[CH:18]=[C:7]([N:6]3[CH2:5][C@H:4]([CH2:19][NH:20][C:21](=[O:23])[CH3:22])[O:3][C:2]3=[O:1])[CH:8]=[CH:9][C:10]=2[C:16]1=[O:17])[C:25]1[CH:30]=[CH:29][CH:28]=[CH:27][CH:26]=1. The catalyst class is: 15. (10) Reactant: [CH2:1]([O:5][C:6]1[C:7]([F:13])=[C:8]([F:12])[CH:9]=[CH:10][CH:11]=1)[CH2:2][CH2:3][CH3:4].C([Li])(CC)C.[O:19]1[C:23]2([CH2:28][CH2:27][CH:26]([CH:29]3[CH2:34][CH2:33][C:32](=[O:35])[CH2:31][CH2:30]3)[CH2:25][CH2:24]2)[O:22][CH2:21][CH2:20]1.[Cl-].[NH4+]. Product: [O:19]1[C:23]2([CH2:24][CH2:25][CH:26]([CH:29]3[CH2:34][CH2:33][C:32]([C:9]4[CH:10]=[CH:11][C:6]([O:5][CH2:1][CH2:2][CH2:3][CH3:4])=[C:7]([F:13])[C:8]=4[F:12])([OH:35])[CH2:31][CH2:30]3)[CH2:27][CH2:28]2)[O:22][CH2:21][CH2:20]1. The catalyst class is: 56.